From a dataset of Experimentally validated miRNA-target interactions with 360,000+ pairs, plus equal number of negative samples. Binary Classification. Given a miRNA mature sequence and a target amino acid sequence, predict their likelihood of interaction. (1) The miRNA is hsa-miR-3679-5p with sequence UGAGGAUAUGGCAGGGAAGGGGA. The protein sequence of the target gene is MAARLLRGSLRVLGGHRAPRQLPAARCSHSGGEERLETPSAKKLTDIGIRRIFSPEHDIFRKSVRKFFQEEVIPHHSEWEKAGEVSREVWEKAGKQGLLGVNIAEHLGGIGGDLYSAAIVWEEQAYSNCSGPGFSIHSGIVMSYITNHGSEEQIKHFIPQMTAGKCIGAIAMTEPGAGSDLQGIKTNAKKDGSDWILNGSKVFISNGSLSDVVIVVAVTNHEAPSPAHGISLFLVENGMKGFIKGRKLHKMGLKAQDTAELFFEDIRLPASALLGEENKGFYYIMKELPQERLLIADVAI.... Result: 0 (no interaction). (2) The miRNA is hsa-miR-567 with sequence AGUAUGUUCUUCCAGGACAGAAC. The protein sequence of the target gene is MEPPYSLTAHYDEFQEVKYVSRCGAGGARGASLPPGFPLGAARSATGARSGLPRWNRREVCLLSGLVFAAGLCAILAAMLALKYLGPVAAGGGACPEGCPERKAFARAARFLAANLDASIDPCQDFYSFACGGWLRRHAIPDDKLTYGTIAAIGEQNEERLRRLLARPGGGPGGAAQRKVRAFFRSCLDMREIERLGPRPMLEVIEDCGGWDLGGAEERPGVAARWDLNRLLYKAQGVYSAAALFSLTVSLDDRNSSRYVIRIDQDGLTLPERTLYLAQDEDSEKILAAYRVFMERVLSL.... Result: 0 (no interaction). (3) The miRNA is hsa-miR-4438 with sequence CACAGGCUUAGAAAAGACAGU. The protein sequence of the target gene is MGESPASAVLNASAGLFSLKMETLESELTCPICLELFEDPLLLPCAHSLCFSCAHRILVSSCSSGESIEPITAFQCPTCRYVISLNHRGLDGLKRNVTLQNIIDRFQKASVSGPNSPSESRRERTYRPSSAMSSERIACQFCEQDPPRDAVKTCITCEVSYCDRCLRATHPNKKPFTSHRLVEPVSDTHLRGITCLDHENEKVNMYCVSDDQLICALCKLVGRHRDHQVASLNDRFEKLKQTLEMNLTNLVKRNSELENQMAKLIQICQQVEVNTAMHEAKLMEECDELVEIIQQRKQMI.... Result: 0 (no interaction).